From a dataset of Drug-target binding data from BindingDB using IC50 measurements. Regression. Given a target protein amino acid sequence and a drug SMILES string, predict the binding affinity score between them. We predict pIC50 (pIC50 = -log10(IC50 in M); higher means more potent). Dataset: bindingdb_ic50. The pIC50 is 7.7. The target protein sequence is MRLEWASLLLLLLLLCASCLALAADNPAAAPAQDKTRQPRAAAAAAQPDQRQWEETQERGHPQPLARQRRSSGLVQNIDQLYSGGGKVGYLVYAGGRRFLLDLERDDTVGAAGGIVTAGGLSASSGHRGHCFYRGTVDGSPRSLAVFDLCGGLDGFFAVKHARYTLKPLLRGSWAESERVYGDGSSRILHVYTREGFSFEALPPRTSCETPASPSGAQESPSVHSSSRRRTELAPQLLDHSAFSPAGNAGPQTWWRRRRRSISRARQVELLLVADSSMAKMYGRGLQHYLLTLASIANRLYSHASIENHIRLAVVKVVVLTDKSLEVSKNAATTLKNFCKWQHQHNQLGDDHEEHYDAAILFTREDLCGHHSCDTLGMADVGTICSPERSCAVIEDDGLHAAFTVAHEIGHLLGLSHDDSKFCEENFGSTEDKRLMSSILTSIDASKPWSKCTSATITEFLDDGHGNCLLDVPRKQILGPEELPGQTYDATQQCNLTFGP.... The small molecule is CC[C@H](Cc1ccc(C(F)(F)F)cc1)C(=O)NC[C@@]1(C2CC2)NC(=O)NC1=O.